From a dataset of Reaction yield outcomes from USPTO patents with 853,638 reactions. Predict the reaction yield, written as a fraction of the theoretical maximum amount of product (1.0 means a 100% yield; for example, 0.34 means a 34% yield). (1) The reactants are C([C@@:8]12[CH2:18][CH2:17][C@@:16]([CH2:20][CH3:21])([OH:19])[CH2:15][C@@H:14]1CCC[C:10]1[CH:22]=[C:23]([C:26]([OH:28])=O)[CH:24]=[CH:25][C:9]2=1)C1C=CC=CC=1.CCN(C(C)C)[CH:32]([CH3:34])[CH3:33].CN(C(O[N:46]1N=[N:53][C:48]2[CH:49]=[CH:50][CH:51]=[CH:52][C:47]1=2)=[N+](C)C)C.F[P-](F)(F)(F)(F)F.[C:62]1(N)[CH:67]=[CH:66][CH:65]=[C:64](N)[CH:63]=1.[CH3:70]N(C=O)C. The catalyst is O. The product is [CH3:49][C:48]1[C:47]([NH:46][C:26]([C:23]2[CH:24]=[CH:25][C:9]3[C@:8]4([CH2:70][C:62]5[CH:67]=[CH:66][CH:65]=[CH:64][CH:63]=5)[CH2:18][CH2:17][C@@:16]([CH2:20][CH3:21])([OH:19])[CH2:15][C@@H:14]4[CH2:34][CH2:32][CH2:33][C:10]=3[CH:22]=2)=[O:28])=[CH:52][CH:51]=[CH:50][N:53]=1. The yield is 0.290. (2) The reactants are [O:1]=[C:2]1[NH:6][C:5]2[CH:7]=[CH:8][C:9]([NH:11][C:12]3[N:21]=[CH:20][C:19]4[C:14](=[CH:15][C:16]([O:22][CH:23]5[CH2:28][CH2:27][N:26](C(OC(C)(C)C)=O)[CH2:25][CH2:24]5)=[CH:17][CH:18]=4)[N:13]=3)=[CH:10][C:4]=2[NH:3]1. The catalyst is C(O)(C(F)(F)F)=O.C(Cl)Cl. The product is [NH:26]1[CH2:27][CH2:28][CH:23]([O:22][C:16]2[CH:15]=[C:14]3[C:19]([CH:20]=[N:21][C:12]([NH:11][C:9]4[CH:8]=[CH:7][C:5]5[NH:6][C:2](=[O:1])[NH:3][C:4]=5[CH:10]=4)=[N:13]3)=[CH:18][CH:17]=2)[CH2:24][CH2:25]1. The yield is 0.300. (3) The reactants are Cl[CH2:2][C:3]1[CH:8]=[CH:7][C:6]([C:9]2[C:10]([NH:15][S:16]([C:19]3[CH:24]=[CH:23][CH:22]=[CH:21][C:20]=3[C:25]([F:28])([F:27])[F:26])(=[O:18])=[O:17])=[N:11][CH:12]=[CH:13][N:14]=2)=[CH:5][CH:4]=1.[CH2:29]([C:31]1[NH:32][C:33]2[CH:39]=[CH:38][CH:37]=[CH:36][C:34]=2[N:35]=1)[CH3:30]. No catalyst specified. The product is [CH2:29]([C:31]1[N:32]([CH2:2][C:3]2[CH:8]=[CH:7][C:6]([C:9]3[C:10]([NH:15][S:16]([C:19]4[CH:24]=[CH:23][CH:22]=[CH:21][C:20]=4[C:25]([F:28])([F:27])[F:26])(=[O:18])=[O:17])=[N:11][CH:12]=[CH:13][N:14]=3)=[CH:5][CH:4]=2)[C:33]2[CH:39]=[CH:38][CH:37]=[CH:36][C:34]=2[N:35]=1)[CH3:30]. The yield is 0.630. (4) The reactants are C([N:8]1[CH2:12][CH2:11][CH2:10][CH:9]1[CH2:13][N:14]1[CH:22]=[C:21]2[C:16]([N:17]=[C:18]([C:36]3[CH:41]=[CH:40][C:39]([F:42])=[CH:38][CH:37]=3)[C:19]([C:30]3[CH:35]=[CH:34][N:33]=[CH:32][CH:31]=3)=[C:20]2[C:23]2[CH:28]=[CH:27][C:26]([F:29])=[CH:25][CH:24]=2)=[N:15]1)C1C=CC=CC=1.C(O)=O. The catalyst is CCO.[Pd]. The product is [F:29][C:26]1[CH:27]=[CH:28][C:23]([C:20]2[C:21]3[C:16](=[N:15][N:14]([CH2:13][CH:9]4[CH2:10][CH2:11][CH2:12][NH:8]4)[CH:22]=3)[N:17]=[C:18]([C:36]3[CH:37]=[CH:38][C:39]([F:42])=[CH:40][CH:41]=3)[C:19]=2[C:30]2[CH:31]=[CH:32][N:33]=[CH:34][CH:35]=2)=[CH:24][CH:25]=1. The yield is 0.570.